Task: Predict which catalyst facilitates the given reaction.. Dataset: Catalyst prediction with 721,799 reactions and 888 catalyst types from USPTO (1) Reactant: C(OC(=O)[CH:5]([C:11]1[C:16]([N+:17]([O-:19])=[O:18])=[CH:15][C:14]([Br:20])=[CH:13][N:12]=1)C(OCC)=O)C. Product: [Br:20][C:14]1[CH:15]=[C:16]([N+:17]([O-:19])=[O:18])[C:11]([CH3:5])=[N:12][CH:13]=1. The catalyst class is: 33. (2) Reactant: [CH3:1][CH2:2][N:3]([CH2:6][CH2:7][NH:8][C:9]([C:11]1[C:15]([CH3:16])=[C:14](/[CH:17]=[C:18]2/[C:19]3[CH:24]=[C:23]([F:25])[CH:22]=[CH:21][C:20]=3[NH:26][C:27]/2=[O:28])[NH:13][C:12]=1[CH3:29])=[O:10])[CH2:4][CH3:5].[C:30]([OH:33])(=[O:32])[CH3:31].C(O)C. Product: [CH3:1][CH2:2][N:3]([CH2:6][CH2:7][NH:8][C:9]([C:11]1[C:15]([CH3:16])=[C:14](/[CH:17]=[C:18]2/[C:19]3[CH:24]=[C:23]([F:25])[CH:22]=[CH:21][C:20]=3[NH:26][C:27]/2=[O:28])[NH:13][C:12]=1[CH3:29])=[O:10])[CH2:4][CH3:5].[C:30]([O-:33])(=[O:32])[CH3:31]. The catalyst class is: 6. (3) Reactant: Cl.[Cl:2][C:3]1[CH:8]=[CH:7][C:6]([CH:9]([CH2:13][C:14]2[CH:19]=[CH:18][C:17]([Cl:20])=[CH:16][CH:15]=2)[CH:10]([NH2:12])[CH3:11])=[CH:5][CH:4]=1.[F:21][C:22]1[CH:27]=[CH:26][C:25]([S:28](Cl)(=[O:30])=[O:29])=[CH:24][CH:23]=1.C(N(C(C)C)CC)(C)C. Product: [Cl:2][C:3]1[CH:8]=[CH:7][C:6]([CH:9]([CH2:13][C:14]2[CH:15]=[CH:16][C:17]([Cl:20])=[CH:18][CH:19]=2)[CH:10]([NH:12][S:28]([C:25]2[CH:26]=[CH:27][C:22]([F:21])=[CH:23][CH:24]=2)(=[O:30])=[O:29])[CH3:11])=[CH:5][CH:4]=1. The catalyst class is: 4.